This data is from Reaction yield outcomes from USPTO patents with 853,638 reactions. The task is: Predict the reaction yield, written as a fraction of the theoretical maximum amount of product (1.0 means a 100% yield; for example, 0.34 means a 34% yield). (1) The reactants are [Br:1][C:2]1[CH:3]=[C:4]2[NH:10][CH:9]=[N:8][C:5]2=[N:6][CH:7]=1.[H-].[Na+].Cl[CH2:14][O:15][CH2:16][CH2:17][Si:18]([CH3:21])([CH3:20])[CH3:19].[Cl-].[NH4+]. The catalyst is CN(C)C=O. The product is [Br:1][C:2]1[CH:3]=[C:4]2[N:10]([CH2:14][O:15][CH2:16][CH2:17][Si:18]([CH3:21])([CH3:20])[CH3:19])[CH:9]=[N:8][C:5]2=[N:6][CH:7]=1. The yield is 0.366. (2) The reactants are [NH:1]1[C:9]2[C:4](=[CH:5][CH:6]=[CH:7][CH:8]=2)[CH2:3][C:2]1=[O:10].[Cl-].[Al+3].[Cl-].[Cl-].[Cl:15][CH2:16][C:17](Cl)=[O:18].Cl. The catalyst is ClC(Cl)C.C(OCC)(=O)C. The product is [Cl:15][CH2:16][C:17]([C:6]1[CH:5]=[C:4]2[C:9](=[CH:8][CH:7]=1)[NH:1][C:2](=[O:10])[CH2:3]2)=[O:18]. The yield is 0.980. (3) The reactants are C[O:2][C:3]1[C:8]2[N:9]=[C:10]([NH:12][C:13]([C:15]3[S:16][C:17]([CH3:20])=[CH:18][CH:19]=3)=[O:14])[S:11][C:7]=2[C:6]([C:21]2[CH:26]=[CH:25][CH:24]=[CH:23][CH:22]=2)=[CH:5][CH:4]=1.B(Br)(Br)Br. The catalyst is C(OCC)(=O)C. The product is [OH:2][C:3]1[C:8]2[N:9]=[C:10]([NH:12][C:13]([C:15]3[S:16][C:17]([CH3:20])=[CH:18][CH:19]=3)=[O:14])[S:11][C:7]=2[C:6]([C:21]2[CH:26]=[CH:25][CH:24]=[CH:23][CH:22]=2)=[CH:5][CH:4]=1. The yield is 0.190. (4) The reactants are [Br:1][C:2]1[CH:3]=[C:4]([NH2:23])[C:5]([NH:10][CH2:11][C:12]2[CH:22]=[CH:21][C:15]3[N:16]=[C:17]([S:19][CH3:20])[S:18][C:14]=3[CH:13]=2)=[CH:6][C:7]=1[O:8][CH3:9].[CH2:24](OC(OCC)OCC)C. The catalyst is C(O)=O. The product is [Br:1][C:2]1[C:7]([O:8][CH3:9])=[CH:6][C:5]2[N:10]([CH2:11][C:12]3[CH:22]=[CH:21][C:15]4[N:16]=[C:17]([S:19][CH3:20])[S:18][C:14]=4[CH:13]=3)[CH:24]=[N:23][C:4]=2[CH:3]=1. The yield is 0.400. (5) The reactants are [C:1]([C:5]1[CH:10]=[CH:9][CH:8]=[CH:7][C:6]=1[N:11]1[CH2:16][CH2:15][N:14]([C:17]([C:19]2[N:20](C3C=CC=CC=3)[CH:21]=[CH:22][CH:23]=2)=[O:18])[CH2:13][CH2:12]1)([CH3:4])([CH3:3])[CH3:2].[H-].[Na+].[CH2:32](Br)[C:33]1[CH:38]=[CH:37][CH:36]=[CH:35][CH:34]=1.CN(C=[O:44])C. No catalyst specified. The product is [CH2:32]([N:20]1[CH:19]([C:17]([N:14]2[CH2:13][CH2:12][N:11]([C:6]3[CH:7]=[CH:8][CH:9]=[CH:10][C:5]=3[C:1]([CH3:2])([CH3:4])[CH3:3])[CH2:16][CH2:15]2)=[O:18])[CH2:23][CH2:22][C:21]1=[O:44])[C:33]1[CH:38]=[CH:37][CH:36]=[CH:35][CH:34]=1. The yield is 0.790. (6) The reactants are [C:1]1([CH2:7][CH2:8][C:9](=[O:11])[CH3:10])[CH:6]=[CH:5][CH:4]=[CH:3][CH:2]=1.[CH3:12][N:13]([CH:15](OC)OC)[CH3:14]. The catalyst is CN(C=O)C. The product is [CH3:12][N:13]([CH3:15])/[CH:14]=[CH:10]/[C:9](=[O:11])[CH2:8][CH2:7][C:1]1[CH:6]=[CH:5][CH:4]=[CH:3][CH:2]=1. The yield is 0.370. (7) The reactants are [CH:1]1([C@@H:4]([NH:11][C@@H](C2C=CC=CC=2)C)[C:5]2([OH:10])[CH2:9][CH:8]=[CH:7][CH2:6]2)[CH2:3][CH2:2]1. The catalyst is CO.[OH-].[OH-].[Pd+2]. The product is [NH2:11][C@H:4]([CH:1]1[CH2:3][CH2:2]1)[C:5]1([OH:10])[CH2:9][CH2:8][CH2:7][CH2:6]1. The yield is 0.900.